Predict the reaction yield, written as a fraction of the theoretical maximum amount of product (1.0 means a 100% yield; for example, 0.34 means a 34% yield). From a dataset of Reaction yield outcomes from USPTO patents with 853,638 reactions. (1) The reactants are [F:1][C:2]1[CH:7]=[CH:6][CH:5]=[C:4]([CH3:8])[C:3]=1[CH:9]1[CH2:14][CH2:13][N:12]([C:15]([C:17]2[CH:22]=[CH:21][CH:20]=[C:19]([N:23]3[CH2:28][CH2:27][N:26]([CH3:29])[CH2:25][CH2:24]3)[N:18]=2)=[O:16])[CH2:11][CH2:10]1.[ClH:30]. The catalyst is ClCCl.CCOCC. The product is [ClH:30].[F:1][C:2]1[CH:7]=[CH:6][CH:5]=[C:4]([CH3:8])[C:3]=1[CH:9]1[CH2:14][CH2:13][N:12]([C:15]([C:17]2[CH:22]=[CH:21][CH:20]=[C:19]([N:23]3[CH2:28][CH2:27][N:26]([CH3:29])[CH2:25][CH2:24]3)[N:18]=2)=[O:16])[CH2:11][CH2:10]1. The yield is 0.730. (2) The reactants are [C:1]([O:5][C:6]([N:8]1[CH2:13][C:12]([CH3:15])([CH3:14])[N:11]([C:16]([C:18]2[C:19]3[CH:41]=[N:40][N:39]([CH:42]4[CH2:47][CH2:46][CH2:45][CH2:44][O:43]4)[C:20]=3[N:21]=[C:22]([C:24]3[CH:29]=[CH:28][C:27]([O:30]CC4C=CC=CC=4)=[CH:26][C:25]=3[F:38])[CH:23]=2)=[O:17])[CH2:10][CH:9]1[CH:48]([CH3:50])[CH3:49])=[O:7])([CH3:4])([CH3:3])[CH3:2]. The catalyst is ClCCl. The product is [C:1]([O:5][C:6]([N:8]1[CH2:13][C:12]([CH3:15])([CH3:14])[N:11]([C:16]([C:18]2[C:19]3[CH:41]=[N:40][N:39]([CH:42]4[CH2:47][CH2:46][CH2:45][CH2:44][O:43]4)[C:20]=3[N:21]=[C:22]([C:24]3[CH:29]=[CH:28][C:27]([OH:30])=[CH:26][C:25]=3[F:38])[CH:23]=2)=[O:17])[CH2:10][CH:9]1[CH:48]([CH3:50])[CH3:49])=[O:7])([CH3:2])([CH3:3])[CH3:4]. The yield is 0.770. (3) The reactants are C([O:8][C:9]1[CH:10]=[C:11]2[C:15](=[CH:16][CH:17]=1)[NH:14][C:13]([CH:18]1[CH2:20][CH:19]1[C:21]([O:23][CH2:24][CH3:25])=[O:22])=[CH:12]2)C1C=CC=CC=1. The catalyst is CO.[Pd]. The product is [OH:8][C:9]1[CH:10]=[C:11]2[C:15](=[CH:16][CH:17]=1)[NH:14][C:13]([CH:18]1[CH2:20][CH:19]1[C:21]([O:23][CH2:24][CH3:25])=[O:22])=[CH:12]2. The yield is 0.990. (4) The reactants are [Br:1][C:2]1[CH:7]=[C:6]([CH3:8])[CH:5]=[C:4]([F:9])[CH:3]=1.C([N-]C(C)C)(C)C.[Li+].CN(C)[CH:20]=[O:21].C(O)(=O)C. The catalyst is O1CCCC1.O. The product is [Br:1][C:2]1[CH:7]=[C:6]([CH3:8])[CH:5]=[C:4]([F:9])[C:3]=1[CH:20]=[O:21]. The yield is 0.950.